From a dataset of Catalyst prediction with 721,799 reactions and 888 catalyst types from USPTO. Predict which catalyst facilitates the given reaction. Reactant: [F:1][C:2]1[CH:3]=[C:4]2[NH:15][C@H:14]([C:16]3[CH:21]=[CH:20][C:19]([F:22])=[CH:18][CH:17]=3)[C@@H:13]([C:23]3[N:27]([CH3:28])[N:26]=[CH:25][N:24]=3)[C:6]3=[N:7][NH:8][C:9](=[O:12])[C:10]([CH:11]=1)=[C:5]23.[CH3:29][C:30]1[CH:31]=[CH:32][C:33]([S:36]([OH:39])(=[O:38])=[O:37])=[CH:34][CH:35]=1. Product: [S:36]([C:33]1[CH:34]=[CH:35][C:30]([CH3:29])=[CH:31][CH:32]=1)([OH:39])(=[O:38])=[O:37].[F:1][C:2]1[CH:3]=[C:4]2[NH:15][C@H:14]([C:16]3[CH:21]=[CH:20][C:19]([F:22])=[CH:18][CH:17]=3)[C@@H:13]([C:23]3[N:27]([CH3:28])[N:26]=[CH:25][N:24]=3)[C:6]3=[N:7][NH:8][C:9](=[O:12])[C:10]([CH:11]=1)=[C:5]23. The catalyst class is: 1.